From a dataset of Reaction yield outcomes from USPTO patents with 853,638 reactions. Predict the reaction yield, written as a fraction of the theoretical maximum amount of product (1.0 means a 100% yield; for example, 0.34 means a 34% yield). (1) The reactants are Cl[C:2]1[CH:3]=[C:4]([O:11][CH2:12][CH:13]2[CH2:17][CH2:16][CH2:15][CH2:14]2)[C:5]([N+:8]([O-:10])=[O:9])=[N:6][CH:7]=1.[C:18]1([OH:24])[CH:23]=[CH:22][CH:21]=[CH:20][CH:19]=1.C([O-])([O-])=O.[K+].[K+].O. The catalyst is CN(C=O)C. The product is [CH:13]1([CH2:12][O:11][C:4]2[C:5]([N+:8]([O-:10])=[O:9])=[N:6][CH:7]=[C:2]([O:24][C:18]3[CH:23]=[CH:22][CH:21]=[CH:20][CH:19]=3)[CH:3]=2)[CH2:17][CH2:16][CH2:15][CH2:14]1. The yield is 0.940. (2) The reactants are C([N:4]1[C:12]2[C:7](=[CH:8][CH:9]=[C:10]([NH:13][C:14]([C:16]3[C:25](=[O:26])[C:24]4[C:19](=[CH:20][CH:21]=[CH:22][CH:23]=4)[NH:18][CH:17]=3)=[O:15])[CH:11]=2)[CH2:6][CH2:5]1)(=O)C.[OH-].[Na+]. The catalyst is C(O)C. The product is [NH:4]1[C:12]2[C:7](=[CH:8][CH:9]=[C:10]([NH:13][C:14]([C:16]3[C:25](=[O:26])[C:24]4[C:19](=[CH:20][CH:21]=[CH:22][CH:23]=4)[NH:18][CH:17]=3)=[O:15])[CH:11]=2)[CH2:6][CH2:5]1. The yield is 0.200.